Task: Predict the product of the given reaction.. Dataset: Forward reaction prediction with 1.9M reactions from USPTO patents (1976-2016) (1) Given the reactants [CH3:1][C:2]1[NH:7][C:6](=O)[N:5]=[C:4]([C:9]2[CH:10]=[N:11][C:12]([C:15]([F:18])([F:17])[F:16])=[CH:13][CH:14]=2)[CH:3]=1.O=P(Cl)(Cl)[Cl:21], predict the reaction product. The product is: [Cl:21][C:6]1[N:7]=[C:2]([CH3:1])[CH:3]=[C:4]([C:9]2[CH:10]=[N:11][C:12]([C:15]([F:18])([F:17])[F:16])=[CH:13][CH:14]=2)[N:5]=1. (2) Given the reactants [CH2:1]([CH:3]1[N:7]([C:8]2[CH:15]=[CH:14][C:11]([C:12]#[N:13])=[C:10]([C:16]([F:19])([F:18])[F:17])[CH:9]=2)[C:6](=[O:20])[C:5]([CH3:22])([CH3:21])[C:4]1=[O:23])[CH3:2].C([BH-](C(CC)C)C(CC)C)(CC)C.[Li+].C1COCC1, predict the reaction product. The product is: [CH2:1]([C@H:3]1[N:7]([C:8]2[CH:15]=[CH:14][C:11]([C:12]#[N:13])=[C:10]([C:16]([F:17])([F:18])[F:19])[CH:9]=2)[C:6](=[O:20])[C:5]([CH3:22])([CH3:21])[C@H:4]1[OH:23])[CH3:2]. (3) Given the reactants N1C=CN=C1.C(N(CC)CC)C.[CH:13](O)=[O:14].C(Cl)(=O)C(Cl)=O.[O:22]=[C:23]1[NH:28][C:27]([CH2:29][C:30]2[CH:34]=[CH:33][S:32][CH:31]=2)=[N:26][C:25]([N:35]2[CH2:40][CH2:39][NH:38][CH2:37][CH2:36]2)=[C:24]1[C:41]#[N:42], predict the reaction product. The product is: [CH:13]([N:38]1[CH2:37][CH2:36][N:35]([C:25]2[N:26]=[C:27]([CH2:29][C:30]3[CH:34]=[CH:33][S:32][CH:31]=3)[NH:28][C:23](=[O:22])[C:24]=2[C:41]#[N:42])[CH2:40][CH2:39]1)=[O:14]. (4) Given the reactants C[Si](C)(C)N[Si](C)(C)C.[Na].[CH:11]([C@H:14]1[CH2:18][O:17][C:16](=[O:19])[N:15]1[C:20](=[O:28])[CH2:21][CH2:22][CH2:23][CH2:24][C:25]([CH3:27])=[CH2:26])([CH3:13])[CH3:12].I[CH3:30], predict the reaction product. The product is: [CH3:30][C@@H:21]([CH2:22][CH2:23][CH2:24][C:25]([CH3:27])=[CH2:26])[C:20]([N:15]1[C@@H:14]([CH:11]([CH3:13])[CH3:12])[CH2:18][O:17][C:16]1=[O:19])=[O:28]. (5) Given the reactants [CH2:1]([O:8][C:9]1[C:10]([NH:22][C:23]2[CH:33]=[CH:32][C:26]([C:27]([O:29][CH2:30][CH3:31])=[O:28])=[CH:25][CH:24]=2)=[CH:11][C:12]2[C:13]([CH3:21])=[CH:14][CH2:15][C:16]([CH3:20])([CH3:19])[C:17]=2[CH:18]=1)[C:2]1[CH:7]=[CH:6][CH:5]=[CH:4][CH:3]=1.[CH:34](=O)[CH2:35][CH3:36], predict the reaction product. The product is: [CH2:1]([O:8][C:9]1[C:10]([N:22]([CH2:34][CH2:35][CH3:36])[C:23]2[CH:24]=[CH:25][C:26]([C:27]([O:29][CH2:30][CH3:31])=[O:28])=[CH:32][CH:33]=2)=[CH:11][C:12]2[C:13]([CH3:21])=[CH:14][CH2:15][C:16]([CH3:19])([CH3:20])[C:17]=2[CH:18]=1)[C:2]1[CH:7]=[CH:6][CH:5]=[CH:4][CH:3]=1.